Dataset: Forward reaction prediction with 1.9M reactions from USPTO patents (1976-2016). Task: Predict the product of the given reaction. (1) Given the reactants [Br:1][C:2]1[CH:7]=[CH:6][CH:5]=[C:4]([N+:8]([O-:10])=[O:9])[C:3]=1[OH:11].[C:12](=O)([O-])[O-].[K+].[K+].IC, predict the reaction product. The product is: [Br:1][C:2]1[CH:7]=[CH:6][CH:5]=[C:4]([N+:8]([O-:10])=[O:9])[C:3]=1[O:11][CH3:12]. (2) Given the reactants [CH3:1][CH2:2][CH2:3][CH2:4][C:5]([F:27])([F:26])[C@:6]1([OH:25])[O:11][C@@H:10]2[CH2:12][C:13]([C@H:15]([CH2:16][CH2:17][CH2:18][CH2:19][CH2:20][CH2:21][C:22]([OH:24])=[O:23])[C@H:9]2[CH2:8][CH2:7]1)=[O:14].C(N)(C)(C)C.C(O)=O, predict the reaction product. The product is: [CH3:1][CH2:2][CH2:3][CH2:4][C:5]([F:27])([F:26])[C@:6]1([OH:25])[O:11][C@@H:10]2[CH2:12][C:13]([C@H:15]([CH2:16][CH2:17][CH2:18][CH2:19][CH2:20][CH2:21][C:22]([OH:24])=[O:23])[C@H:9]2[CH2:8][CH2:7]1)=[O:14].